From a dataset of Peptide-MHC class I binding affinity with 185,985 pairs from IEDB/IMGT. Regression. Given a peptide amino acid sequence and an MHC pseudo amino acid sequence, predict their binding affinity value. This is MHC class I binding data. (1) The peptide sequence is FDLGGLYEAI. The MHC is Mamu-A11 with pseudo-sequence Mamu-A11. The binding affinity (normalized) is 0.473. (2) The peptide sequence is DLSRHSWDL. The MHC is HLA-B15:09 with pseudo-sequence HLA-B15:09. The binding affinity (normalized) is 0.0847. (3) The peptide sequence is RAFLLRHYY. The MHC is HLA-A11:01 with pseudo-sequence HLA-A11:01. The binding affinity (normalized) is 0.963. (4) The peptide sequence is LPDYGELTL. The MHC is HLA-B35:01 with pseudo-sequence HLA-B35:01. The binding affinity (normalized) is 0.574. (5) The peptide sequence is LLQEKYGLI. The MHC is HLA-A30:01 with pseudo-sequence HLA-A30:01. The binding affinity (normalized) is 0.0396. (6) The peptide sequence is RSYMSFWCK. The MHC is HLA-B35:01 with pseudo-sequence HLA-B35:01. The binding affinity (normalized) is 0.0847.